Dataset: Full USPTO retrosynthesis dataset with 1.9M reactions from patents (1976-2016). Task: Predict the reactants needed to synthesize the given product. (1) Given the product [CH3:14][C:12]1[CH:13]=[C:8]([CH:9]=[CH:10][C:11]=1[N+:15]([O-:17])=[O:16])[O:21][C:20]1[CH:22]=[CH:23][CH:24]=[CH:25][C:19]=1[C:18]([O:27][CH3:28])=[O:26], predict the reactants needed to synthesize it. The reactants are: C(=O)([O-])[O-].[K+].[K+].F[C:8]1[CH:9]=[CH:10][C:11]([N+:15]([O-:17])=[O:16])=[C:12]([CH3:14])[CH:13]=1.[C:18]([O:27][CH3:28])(=[O:26])[C:19]1[C:20](=[CH:22][CH:23]=[CH:24][CH:25]=1)[OH:21].[Cl-].[Na+]. (2) Given the product [CH3:3][CH:2]([C:4]1[CH:5]=[CH:6][C:7]([C:10](=[CH2:14])[C:11](=[O:13])[CH3:12])=[CH:8][CH:9]=1)[CH3:1], predict the reactants needed to synthesize it. The reactants are: [CH3:1][CH:2]([C:4]1[CH:9]=[CH:8][C:7]([C:10](=[CH2:14])[CH:11]([OH:13])[CH3:12])=[CH:6][CH:5]=1)[CH3:3]. (3) Given the product [CH3:12][O:13][C:14]1[CH:19]=[CH:18][CH:17]=[CH:16][C:15]=1[C:20]1[NH:24][N:23]=[C:22]([C:25]([N:6]2[CH:7]3[CH2:10][CH2:11][N:3]([CH2:9][CH2:8]3)[CH2:4][CH2:5]2)=[O:26])[CH:21]=1, predict the reactants needed to synthesize it. The reactants are: Cl.Cl.[N:3]12[CH2:11][CH2:10][CH:7]([CH2:8][CH2:9]1)[NH:6][CH2:5][CH2:4]2.[CH3:12][O:13][C:14]1[CH:19]=[CH:18][CH:17]=[CH:16][C:15]=1[C:20]1[NH:24][N:23]=[C:22]([C:25](O)=[O:26])[CH:21]=1. (4) Given the product [Cl:1][C:2]1[CH:7]=[CH:6][CH:5]=[CH:4][C:3]=1[C:8]1[O:12][N:11]=[CH:10][C:9]=1[C:13]([N:19]1[CH2:23][CH2:22][CH:21]([C:24]2[CH:29]=[N:28][CH:27]=[CH:26][N:25]=2)[CH2:20]1)=[O:15], predict the reactants needed to synthesize it. The reactants are: [Cl:1][C:2]1[CH:7]=[CH:6][CH:5]=[CH:4][C:3]=1[C:8]1[O:12][N:11]=[CH:10][C:9]=1[C:13]([OH:15])=O.Cl.Cl.Cl.[NH:19]1[CH2:23][CH2:22][CH:21]([C:24]2[CH:29]=[N:28][CH:27]=[CH:26][N:25]=2)[CH2:20]1. (5) Given the product [Cl:1][C:2]1[CH:3]=[CH:4][C:5]([S:8]([N:11]([CH2:17][CH3:18])[C:12](=[CH2:16])[C:13]([NH:42][CH2:41][C:39]2[CH:38]=[C:37]([C:43]3[CH:44]=[CH:45][C:46]([C:49]([F:52])([F:50])[F:51])=[CH:47][CH:48]=3)[N:36]=[C:35]([N:30]3[CH2:31][CH2:32][CH2:33][CH2:34]3)[CH:40]=2)=[O:15])(=[O:9])=[O:10])=[CH:6][CH:7]=1, predict the reactants needed to synthesize it. The reactants are: [Cl:1][C:2]1[CH:7]=[CH:6][C:5]([S:8]([N:11]([CH2:17][CH3:18])[C:12](=[CH2:16])[C:13]([OH:15])=O)(=[O:10])=[O:9])=[CH:4][CH:3]=1.CCOC(OC(OCC)=O)=O.[N:30]1([C:35]2[CH:40]=[C:39]([CH2:41][NH2:42])[CH:38]=[C:37]([C:43]3[CH:48]=[CH:47][C:46]([C:49]([F:52])([F:51])[F:50])=[CH:45][CH:44]=3)[N:36]=2)[CH2:34][CH2:33][CH2:32][CH2:31]1. (6) Given the product [CH2:27]([C:21]1[CH:20]=[C:19]([CH:24]=[CH:23][C:22]=1[CH2:25][CH3:26])[CH2:18][C@@H:2]([NH:1]/[C:35](=[N:38]/[C:39]#[N:40])/[N:32]1[CH2:33][CH2:34][CH:35]([N:38]2[CH2:44][CH2:43][C:42]3[CH:45]=[CH:46][CH:47]=[CH:48][C:41]=3[NH:40][C:39]2=[O:49])[CH2:36][CH2:37]1)[C:3]([N:5]1[CH2:10][CH2:9][N:8]([CH:11]2[CH2:16][CH2:15][N:14]([CH3:17])[CH2:13][CH2:12]2)[CH2:7][CH2:6]1)=[O:4])[CH3:28], predict the reactants needed to synthesize it. The reactants are: [NH2:1][C@H:2]([CH2:18][C:19]1[CH:24]=[CH:23][C:22]([CH2:25][CH3:26])=[C:21]([CH2:27][CH3:28])[CH:20]=1)[C:3]([N:5]1[CH2:10][CH2:9][N:8]([CH:11]2[CH2:16][CH2:15][N:14]([CH3:17])[CH2:13][CH2:12]2)[CH2:7][CH2:6]1)=[O:4].C(Cl)Cl.[NH:32]1[CH2:37][CH2:36][CH:35]([N:38]2[CH2:44][CH2:43][C:42]3[CH:45]=[CH:46][CH:47]=[CH:48][C:41]=3[NH:40][C:39]2=[O:49])[CH2:34][CH2:33]1. (7) Given the product [CH2:1]([O:8][C:9](=[O:35])[CH2:10][C@@H:11]([NH2:27])[CH2:12][N:13]1[CH2:14][CH2:15][CH:16]([O:19][C:20]2[CH:21]=[CH:22][C:23]([F:26])=[CH:24][CH:25]=2)[CH2:17][CH2:18]1)[C:2]1[CH:7]=[CH:6][CH:5]=[CH:4][CH:3]=1, predict the reactants needed to synthesize it. The reactants are: [CH2:1]([O:8][C:9](=[O:35])[CH2:10][C@@H:11]([NH:27]C(OC(C)(C)C)=O)[CH2:12][N:13]1[CH2:18][CH2:17][CH:16]([O:19][C:20]2[CH:25]=[CH:24][C:23]([F:26])=[CH:22][CH:21]=2)[CH2:15][CH2:14]1)[C:2]1[CH:7]=[CH:6][CH:5]=[CH:4][CH:3]=1.FC(F)(F)C(O)=O.